From a dataset of NCI-60 drug combinations with 297,098 pairs across 59 cell lines. Regression. Given two drug SMILES strings and cell line genomic features, predict the synergy score measuring deviation from expected non-interaction effect. (1) Drug 1: CC(C)NC(=O)C1=CC=C(C=C1)CNNC.Cl. Drug 2: C(CN)CNCCSP(=O)(O)O. Cell line: 786-0. Synergy scores: CSS=9.08, Synergy_ZIP=-0.485, Synergy_Bliss=1.32, Synergy_Loewe=-0.452, Synergy_HSA=1.46. (2) Drug 1: CC12CCC(CC1=CCC3C2CCC4(C3CC=C4C5=CN=CC=C5)C)O. Drug 2: CC(C)NC(=O)C1=CC=C(C=C1)CNNC.Cl. Cell line: BT-549. Synergy scores: CSS=6.22, Synergy_ZIP=1.49, Synergy_Bliss=6.00, Synergy_Loewe=4.32, Synergy_HSA=4.61. (3) Drug 1: C#CCC(CC1=CN=C2C(=N1)C(=NC(=N2)N)N)C3=CC=C(C=C3)C(=O)NC(CCC(=O)O)C(=O)O. Drug 2: C1C(C(OC1N2C=NC(=NC2=O)N)CO)O. Cell line: MDA-MB-231. Synergy scores: CSS=3.10, Synergy_ZIP=-1.88, Synergy_Bliss=-0.654, Synergy_Loewe=-2.64, Synergy_HSA=-2.45. (4) Synergy scores: CSS=11.1, Synergy_ZIP=-3.81, Synergy_Bliss=-4.69, Synergy_Loewe=-7.63, Synergy_HSA=-5.26. Cell line: MCF7. Drug 2: C1CCC(CC1)NC(=O)N(CCCl)N=O. Drug 1: C1CC(=O)NC(=O)C1N2CC3=C(C2=O)C=CC=C3N. (5) Drug 1: C1=CC(=CC=C1CC(C(=O)O)N)N(CCCl)CCCl.Cl. Drug 2: C1C(C(OC1N2C=C(C(=O)NC2=O)F)CO)O. Cell line: SF-539. Synergy scores: CSS=40.8, Synergy_ZIP=-6.69, Synergy_Bliss=-10.0, Synergy_Loewe=-21.8, Synergy_HSA=-6.98. (6) Drug 1: CC12CCC3C(C1CCC2=O)CC(=C)C4=CC(=O)C=CC34C. Drug 2: CC1CCC2CC(C(=CC=CC=CC(CC(C(=O)C(C(C(=CC(C(=O)CC(OC(=O)C3CCCCN3C(=O)C(=O)C1(O2)O)C(C)CC4CCC(C(C4)OC)OCCO)C)C)O)OC)C)C)C)OC. Cell line: SF-539. Synergy scores: CSS=26.3, Synergy_ZIP=-3.37, Synergy_Bliss=-0.472, Synergy_Loewe=0.0639, Synergy_HSA=1.42. (7) Drug 1: CCC1=CC2CC(C3=C(CN(C2)C1)C4=CC=CC=C4N3)(C5=C(C=C6C(=C5)C78CCN9C7C(C=CC9)(C(C(C8N6C)(C(=O)OC)O)OC(=O)C)CC)OC)C(=O)OC.C(C(C(=O)O)O)(C(=O)O)O. Drug 2: CS(=O)(=O)OCCCCOS(=O)(=O)C. Cell line: 786-0. Synergy scores: CSS=20.5, Synergy_ZIP=-4.30, Synergy_Bliss=0.135, Synergy_Loewe=-5.40, Synergy_HSA=2.64.